This data is from NCI-60 drug combinations with 297,098 pairs across 59 cell lines. The task is: Regression. Given two drug SMILES strings and cell line genomic features, predict the synergy score measuring deviation from expected non-interaction effect. (1) Drug 1: CS(=O)(=O)C1=CC(=C(C=C1)C(=O)NC2=CC(=C(C=C2)Cl)C3=CC=CC=N3)Cl. Drug 2: CN(C)N=NC1=C(NC=N1)C(=O)N. Cell line: NCIH23. Synergy scores: CSS=-4.02, Synergy_ZIP=-1.23, Synergy_Bliss=-4.58, Synergy_Loewe=-6.87, Synergy_HSA=-5.62. (2) Drug 1: CCC(=C(C1=CC=CC=C1)C2=CC=C(C=C2)OCCN(C)C)C3=CC=CC=C3.C(C(=O)O)C(CC(=O)O)(C(=O)O)O. Drug 2: CC1=C(C=C(C=C1)C(=O)NC2=CC(=CC(=C2)C(F)(F)F)N3C=C(N=C3)C)NC4=NC=CC(=N4)C5=CN=CC=C5. Cell line: HOP-92. Synergy scores: CSS=-4.58, Synergy_ZIP=1.46, Synergy_Bliss=-2.38, Synergy_Loewe=-4.79, Synergy_HSA=-5.79. (3) Drug 1: CN1CCC(CC1)COC2=C(C=C3C(=C2)N=CN=C3NC4=C(C=C(C=C4)Br)F)OC. Drug 2: CC1=C(C(=O)C2=C(C1=O)N3CC4C(C3(C2COC(=O)N)OC)N4)N. Cell line: RPMI-8226. Synergy scores: CSS=25.6, Synergy_ZIP=4.75, Synergy_Bliss=5.77, Synergy_Loewe=-16.4, Synergy_HSA=1.73. (4) Drug 1: CS(=O)(=O)CCNCC1=CC=C(O1)C2=CC3=C(C=C2)N=CN=C3NC4=CC(=C(C=C4)OCC5=CC(=CC=C5)F)Cl. Drug 2: C1CCC(C(C1)N)N.C(=O)(C(=O)[O-])[O-].[Pt+4]. Cell line: OVCAR3. Synergy scores: CSS=21.8, Synergy_ZIP=-9.98, Synergy_Bliss=-5.35, Synergy_Loewe=-3.72, Synergy_HSA=-3.24. (5) Drug 1: C1=CC(=CC=C1CCCC(=O)O)N(CCCl)CCCl. Drug 2: COC1=C2C(=CC3=C1OC=C3)C=CC(=O)O2. Cell line: SF-295. Synergy scores: CSS=18.5, Synergy_ZIP=-12.1, Synergy_Bliss=-8.09, Synergy_Loewe=-10.3, Synergy_HSA=-7.78. (6) Synergy scores: CSS=-8.86, Synergy_ZIP=0.960, Synergy_Bliss=-1.30, Synergy_Loewe=-16.9, Synergy_HSA=-8.54. Cell line: SK-MEL-5. Drug 2: C1C(C(OC1N2C=NC(=NC2=O)N)CO)O. Drug 1: CN(C)C1=NC(=NC(=N1)N(C)C)N(C)C. (7) Drug 1: C1=CC(=CC=C1CCCC(=O)O)N(CCCl)CCCl. Drug 2: CC1C(C(CC(O1)OC2CC(CC3=C2C(=C4C(=C3O)C(=O)C5=C(C4=O)C(=CC=C5)OC)O)(C(=O)CO)O)N)O.Cl. Cell line: SK-MEL-28. Synergy scores: CSS=34.9, Synergy_ZIP=-1.53, Synergy_Bliss=-3.80, Synergy_Loewe=-12.7, Synergy_HSA=-3.17.